Dataset: Reaction yield outcomes from USPTO patents with 853,638 reactions. Task: Predict the reaction yield, written as a fraction of the theoretical maximum amount of product (1.0 means a 100% yield; for example, 0.34 means a 34% yield). (1) The reactants are [O:1]=[C:2]1[C@H:13]([CH2:14][C:15]([O:17][C:18]([CH3:21])([CH3:20])[CH3:19])=[O:16])[CH2:12][CH:11]=[CH:10][CH2:9][CH2:8][C:7](=[O:22])[O:6][C@H:5]([C:23]2[CH:28]=[CH:27][CH:26]=[CH:25][CH:24]=2)[CH2:4][NH:3]1.I[CH3:30].[H-].[Na+]. The catalyst is CN(C=O)C. The product is [CH3:30][N:3]1[C:2](=[O:1])[C@H:13]([CH2:14][C:15]([O:17][C:18]([CH3:21])([CH3:19])[CH3:20])=[O:16])[CH2:12][CH:11]=[CH:10][CH2:9][CH2:8][C:7](=[O:22])[O:6][C@H:5]([C:23]2[CH:24]=[CH:25][CH:26]=[CH:27][CH:28]=2)[CH2:4]1. The yield is 1.00. (2) The reactants are [C:1]([C:4]1[CH:13]=[CH:12][C:7]([C:8]([O:10][CH3:11])=[O:9])=[CH:6][C:5]=1[OH:14])(=O)[CH3:2].CCO.Cl.[NH2:19][OH:20]. The catalyst is [OH-].[Na+]. The product is [OH:14][C:5]1[CH:6]=[C:7]([CH:12]=[CH:13][C:4]=1[C:1](=[N:19][OH:20])[CH3:2])[C:8]([O:10][CH3:11])=[O:9]. The yield is 0.780. (3) The reactants are C(N(CC)CC)C.[C:8]([O:12][C:13]([C@@:15]1([CH2:29][CH2:30][OH:31])[CH2:19][C:18](=[O:20])[N:17]([C@@H:21]([C:23]2[CH:28]=[CH:27][CH:26]=[CH:25][CH:24]=2)[CH3:22])[CH2:16]1)=[O:14])([CH3:11])([CH3:10])[CH3:9].FC(F)(F)S(O[Si:38]([C:41]([CH3:44])([CH3:43])[CH3:42])([CH3:40])[CH3:39])(=O)=O.C(=O)(O)[O-].[Na+]. The catalyst is ClCCl.C(OCC)(=O)C. The product is [C:8]([O:12][C:13]([C@@:15]1([CH2:29][CH2:30][O:31][Si:38]([C:41]([CH3:44])([CH3:43])[CH3:42])([CH3:40])[CH3:39])[CH2:19][C:18](=[O:20])[N:17]([C@@H:21]([C:23]2[CH:28]=[CH:27][CH:26]=[CH:25][CH:24]=2)[CH3:22])[CH2:16]1)=[O:14])([CH3:11])([CH3:10])[CH3:9]. The yield is 0.880. (4) The reactants are [CH2:1]([O:8][C:9]1[C:10]([C:22]2[CH:23]=[CH:24][C:25]3[O:30][CH2:29][CH2:28][CH2:27][C:26]=3[CH:31]=2)=[C:11]([CH:16]([OH:21])[C:17]([O:19][CH3:20])=[O:18])[C:12]([CH3:15])=[CH:13][CH:14]=1)[C:2]1[CH:7]=[CH:6][CH:5]=[CH:4][CH:3]=1.C[Si]([N-][Si](C)(C)C)(C)C.[Li+].I[CH:43]([CH3:45])[CH3:44].O. The catalyst is CN(C)C=O. The product is [CH3:20][O:19][C:17](=[O:18])[CH:16]([C:11]1[C:12]([CH3:15])=[CH:13][CH:14]=[C:9]([O:8][CH2:1][C:2]2[CH:7]=[CH:6][CH:5]=[CH:4][CH:3]=2)[C:10]=1[C:22]1[CH:31]=[C:26]2[C:25](=[CH:24][CH:23]=1)[O:30][CH2:29][CH2:28][CH2:27]2)[O:21][CH2:44][CH2:43][CH3:45]. The yield is 0.720. (5) The reactants are [Cl:1][C:2]1[CH:3]=[CH:4][C:5]([O:9][CH3:10])=[C:6]([CH:8]=1)[NH2:7].[N:11]([O-])=O.[Na+].Cl[Sn]Cl. The catalyst is Cl.O. The product is [Cl:1][C:2]1[CH:3]=[CH:4][C:5]([O:9][CH3:10])=[C:6]([NH:7][NH2:11])[CH:8]=1. The yield is 0.920. (6) The reactants are [CH2:1]([O:3][C:4]1[CH:5]=[C:6]([CH:15]=[CH:16][C:17]=1[O:18][CH3:19])[CH2:7][N:8]1[CH2:13][CH2:12][CH:11]([NH2:14])[CH2:10][CH2:9]1)[CH3:2].[H-].[Na+].Cl[C:23]1[N:24]=[CH:25][C:26]2[C:31]([CH3:33])([CH3:32])[O:30][C:29]([CH3:35])([CH3:34])[C:27]=2[N:28]=1. The catalyst is CN(C=O)C. The product is [CH2:1]([O:3][C:4]1[CH:5]=[C:6]([CH:15]=[CH:16][C:17]=1[O:18][CH3:19])[CH2:7][N:8]1[CH2:9][CH2:10][CH:11]([NH:14][C:23]2[N:24]=[CH:25][C:26]3[C:31]([CH3:33])([CH3:32])[O:30][C:29]([CH3:35])([CH3:34])[C:27]=3[N:28]=2)[CH2:12][CH2:13]1)[CH3:2]. The yield is 0.120. (7) The reactants are [Br:1][C:2]1[CH:3]=[C:4]2[C:9](=[CH:10][CH:11]=1)[O:8][CH:7]([C:12]1[CH:17]=[CH:16][C:15]([O:18][C:19]([F:22])([F:21])[F:20])=[CH:14][CH:13]=1)[CH2:6][C:5]2=O.C[Si]([N:28]=[C:29]=[N:30][Si](C)(C)C)(C)C. The catalyst is C(Cl)Cl.Cl[Ti](Cl)(Cl)Cl. The product is [Br:1][C:2]1[CH:3]=[C:4]2[C:9](=[CH:10][CH:11]=1)[O:8][CH:7]([C:12]1[CH:17]=[CH:16][C:15]([O:18][C:19]([F:22])([F:21])[F:20])=[CH:14][CH:13]=1)[CH2:6]/[C:5]/2=[N:30]\[C:29]#[N:28]. The yield is 0.900.